From a dataset of Full USPTO retrosynthesis dataset with 1.9M reactions from patents (1976-2016). Predict the reactants needed to synthesize the given product. (1) Given the product [NH:19]1[C:27]2[C:22](=[CH:23][CH:24]=[CH:25][CH:26]=2)[C:21]([C:9](=[O:11])[CH2:8][C:5]2[CH:6]=[N:7][C:2]([CH3:1])=[CH:3][CH:4]=2)=[CH:20]1, predict the reactants needed to synthesize it. The reactants are: [CH3:1][C:2]1[N:7]=[CH:6][C:5]([CH2:8][C:9]([OH:11])=O)=[CH:4][CH:3]=1.C(OC(=O)C)(=O)C.[NH:19]1[C:27]2[C:22](=[CH:23][CH:24]=[CH:25][CH:26]=2)[CH:21]=[CH:20]1. (2) Given the product [C:1]([O:5][C:6]([N:8]1[CH2:12][CH2:11][CH2:10][CH:9]1[C:13]1[NH:14][C:15]([C:18]2[CH:23]=[CH:22][C:21]([B:29]3[O:33][C:32]([CH3:35])([CH3:34])[C:31]([CH3:37])([CH3:36])[O:30]3)=[C:20]([C:25]([O:27][CH3:28])=[O:26])[CH:19]=2)=[CH:16][N:17]=1)=[O:7])([CH3:4])([CH3:3])[CH3:2], predict the reactants needed to synthesize it. The reactants are: [C:1]([O:5][C:6]([N:8]1[CH2:12][CH2:11][CH2:10][CH:9]1[C:13]1[NH:14][C:15]([C:18]2[CH:23]=[CH:22][C:21](Br)=[C:20]([C:25]([O:27][CH3:28])=[O:26])[CH:19]=2)=[CH:16][N:17]=1)=[O:7])([CH3:4])([CH3:3])[CH3:2].[B:29]1([B:29]2[O:33][C:32]([CH3:35])([CH3:34])[C:31]([CH3:37])([CH3:36])[O:30]2)[O:33][C:32]([CH3:35])([CH3:34])[C:31]([CH3:37])([CH3:36])[O:30]1.C([O-])(=O)C.[K+]. (3) Given the product [Br:11][C:10]1[CH:9]=[CH:8][CH:7]=[C:3]2[C:2]=1[N:1]=[C:28]([CH:25]1[CH2:26][CH2:27][N:22]([CH3:20])[CH2:23][CH2:24]1)[NH:6][C:4]2=[O:5], predict the reactants needed to synthesize it. The reactants are: [NH2:1][C:2]1[C:10]([Br:11])=[CH:9][CH:8]=[CH:7][C:3]=1[C:4]([NH2:6])=[O:5].C(O[C:20]([N:22]1[CH2:27][CH2:26][CH:25]([C:28](Cl)=O)[CH2:24][CH2:23]1)=O)C1C=CC=CC=1. (4) Given the product [Cl:38][C:37]1[C:29]([CH3:28])=[C:30]([CH:34]=[CH:35][CH:36]=1)[C:31]([NH:10][C:11]1[CH:26]=[CH:25][C:24]([Cl:27])=[CH:23][C:12]=1[C:13]([NH:15][CH2:16][CH:17]1[CH2:22][CH2:21][CH2:20][CH2:19][CH2:18]1)=[O:14])=[O:32], predict the reactants needed to synthesize it. The reactants are: C(N(C(C)C)CC)(C)C.[NH2:10][C:11]1[CH:26]=[CH:25][C:24]([Cl:27])=[CH:23][C:12]=1[C:13]([NH:15][CH2:16][CH:17]1[CH2:22][CH2:21][CH2:20][CH2:19][CH2:18]1)=[O:14].[CH3:28][C:29]1[C:37]([Cl:38])=[CH:36][CH:35]=[CH:34][C:30]=1[C:31](O)=[O:32].CN(C(ON1N=NC2C=CC=NC1=2)=[N+](C)C)C.F[P-](F)(F)(F)(F)F. (5) The reactants are: O1CCCC1.C([N-]C(C)C)(C)C.[Li+].C1CCCCC1.[CH2:20]([O:22][C:23]([CH:25]1[CH2:30][CH2:29][C:28](=[O:31])[CH2:27][CH2:26]1)=[O:24])[CH3:21].C1COCC1.[F:37][C:38]([F:51])([F:50])[S:39](O[S:39]([C:38]([F:51])([F:50])[F:37])(=[O:41])=[O:40])(=[O:41])=[O:40]. Given the product [F:37][C:38]([F:51])([F:50])[S:39]([O:31][C:28]1[CH2:29][CH2:30][CH:25]([C:23]([O:22][CH2:20][CH3:21])=[O:24])[CH2:26][CH:27]=1)(=[O:41])=[O:40], predict the reactants needed to synthesize it.